This data is from Full USPTO retrosynthesis dataset with 1.9M reactions from patents (1976-2016). The task is: Predict the reactants needed to synthesize the given product. Given the product [CH3:1][O:2][C:3](=[O:33])[CH2:4][NH:5][C:6]1[CH:11]=[CH:10][CH:9]=[C:8]([N:12]2[CH:16]=[C:15]([C:17]3[CH:22]=[CH:21][C:20]([Cl:23])=[CH:19][C:18]=3[Cl:24])[N:14]=[C:13]2[CH2:25][C:26]2[CH:31]=[CH:30][C:29]([C:41]3[CH:42]=[CH:43][C:38]([CH2:34][CH2:35][CH2:36][CH3:37])=[CH:39][CH:40]=3)=[CH:28][CH:27]=2)[CH:7]=1, predict the reactants needed to synthesize it. The reactants are: [CH3:1][O:2][C:3](=[O:33])[CH2:4][NH:5][C:6]1[CH:11]=[CH:10][CH:9]=[C:8]([N:12]2[CH:16]=[C:15]([C:17]3[CH:22]=[CH:21][C:20]([Cl:23])=[CH:19][C:18]=3[Cl:24])[N:14]=[C:13]2[CH2:25][C:26]2[CH:31]=[CH:30][C:29](Br)=[CH:28][CH:27]=2)[CH:7]=1.[CH2:34]([C:38]1[CH:43]=[CH:42][C:41](B(O)O)=[CH:40][CH:39]=1)[CH2:35][CH2:36][CH3:37].